From a dataset of Catalyst prediction with 721,799 reactions and 888 catalyst types from USPTO. Predict which catalyst facilitates the given reaction. (1) Reactant: Br.[NH2:2][C:3]1[C:4]([OH:18])=[C:5]([C:9]2[CH:14]=[CH:13][CH:12]=[C:11]([C:15]([OH:17])=[O:16])[CH:10]=2)[CH:6]=[CH:7][CH:8]=1.[N:19]([O-])=O.[Na+].[O:23]1[C:27]2[CH:28]=[CH:29][C:30]([N:32]3[C:36](=[O:37])[CH2:35][C:34]([CH3:38])=[N:33]3)=[CH:31][C:26]=2[CH2:25][CH2:24]1.C(=O)(O)[O-].[Na+]. Product: [O:23]1[C:27]2[CH:28]=[CH:29][C:30]([N:32]3[C:36](=[O:37])[C:35](=[N:19][NH:2][C:3]4[C:4]([OH:18])=[C:5]([C:9]5[CH:14]=[CH:13][CH:12]=[C:11]([C:15]([OH:17])=[O:16])[CH:10]=5)[CH:6]=[CH:7][CH:8]=4)[C:34]([CH3:38])=[N:33]3)=[CH:31][C:26]=2[CH2:25][CH2:24]1. The catalyst class is: 33. (2) Reactant: [O:1]1[CH2:5][CH2:4][C@H:3]([NH2:6])[CH2:2]1.[Cl:7][C:8]1[CH:13]=[CH:12][C:11]([C:14]2[O:18][N:17]=[C:16]([C:19](O)=[O:20])[C:15]=2[CH3:22])=[CH:10][CH:9]=1.O.ON1C2C=CC=CC=2N=N1.Cl.CN(C)CCCN=C=NCC.C(N(CC)CC)C. Product: [Cl:7][C:8]1[CH:9]=[CH:10][C:11]([C:14]2[O:18][N:17]=[C:16]([C:19]([NH:6][C@H:3]3[CH2:4][CH2:5][O:1][CH2:2]3)=[O:20])[C:15]=2[CH3:22])=[CH:12][CH:13]=1. The catalyst class is: 213. (3) Reactant: N[CH2:2][C:3]1([OH:15])[C:12]2[C:7](=[CH:8][CH:9]=[CH:10][C:11]=2[O:13][CH3:14])[CH2:6][CH2:5][CH2:4]1.N([O-])=O.[Na+]. Product: [CH3:14][O:13][C:11]1[C:12]2[CH2:2][C:3](=[O:15])[CH2:4][CH2:5][CH2:6][C:7]=2[CH:8]=[CH:9][CH:10]=1. The catalyst class is: 86. (4) Reactant: [Cl:1][C:2]1[CH:8]=[C:7]([O:9][C:10]2[C:11]3[N:18]([CH3:19])[CH:17]=[CH:16][C:12]=3[N:13]=[CH:14][N:15]=2)[CH:6]=[CH:5][C:3]=1[NH2:4].N1C=CC=CC=1.Cl[C:27](OC1C=CC=CC=1)=[O:28].[NH2:36][C:37]1[CH:38]=[C:39]([CH:48]=[C:49]([C:51]([F:54])([F:53])[F:52])[CH:50]=1)[CH2:40][N:41]1[CH2:46][CH2:45][CH:44]([OH:47])[CH2:43][CH2:42]1. Product: [Cl:1][C:2]1[CH:8]=[C:7]([O:9][C:10]2[C:11]3[N:18]([CH3:19])[CH:17]=[CH:16][C:12]=3[N:13]=[CH:14][N:15]=2)[CH:6]=[CH:5][C:3]=1[NH:4][C:27]([NH:36][C:37]1[CH:50]=[C:49]([C:51]([F:54])([F:52])[F:53])[CH:48]=[C:39]([CH2:40][N:41]2[CH2:42][CH2:43][CH:44]([OH:47])[CH2:45][CH2:46]2)[CH:38]=1)=[O:28]. The catalyst class is: 60.